Task: Predict which catalyst facilitates the given reaction.. Dataset: Catalyst prediction with 721,799 reactions and 888 catalyst types from USPTO Product: [CH3:43][C:44]1[CH:52]=[C:51]([C:53](=[O:54])[NH:27][CH2:26][CH2:25][NH:24][C:5]([C:12]2[CH:17]=[CH:16][CH:15]=[CH:14][CH:13]=2)([C:18]2[CH:19]=[CH:20][CH:21]=[CH:22][CH:23]=2)[C:6]2[CH:11]=[CH:10][CH:9]=[CH:8][CH:7]=2)[CH:50]=[C:49]([CH3:56])[C:45]=1[C:46]([OH:48])=[O:47]. The catalyst class is: 2. Reactant: C(O)(=O)C.[C:5]([NH:24][CH2:25][CH2:26][NH2:27])([C:18]1[CH:23]=[CH:22][CH:21]=[CH:20][CH:19]=1)([C:12]1[CH:17]=[CH:16][CH:15]=[CH:14][CH:13]=1)[C:6]1[CH:11]=[CH:10][CH:9]=[CH:8][CH:7]=1.C1C=C2N=NN(O)C2=CC=1.O.C(Cl)CCl.[CH3:43][C:44]1[CH:52]=[C:51]([C:53](O)=[O:54])[CH:50]=[C:49]([CH3:56])[C:45]=1[C:46]([OH:48])=[O:47].